This data is from Forward reaction prediction with 1.9M reactions from USPTO patents (1976-2016). The task is: Predict the product of the given reaction. (1) The product is: [Cl:26][C:4]1[C:5]2[C:9]3[CH2:11][CH2:12][CH2:13][C:8]=3[S:7][C:6]=2[N:1]=[CH:2][N:3]=1. Given the reactants [N:1]1[C:6]2[S:7][C:8]3[CH2:13][CH2:12][CH2:11]C[C:9]=3[C:5]=2[C:4](=O)[NH:3][CH:2]=1.CN(C)C1C=CC=CC=1.O=P(Cl)(Cl)[Cl:26], predict the reaction product. (2) Given the reactants [Br:1][C:2]1[CH:3]=[CH:4][C:5]([CH:8]=[O:9])=[N:6][CH:7]=1.[CH3:10][Mg]Br.[Cl-].[NH4+], predict the reaction product. The product is: [Br:1][C:2]1[CH:3]=[CH:4][C:5]([CH:8]([OH:9])[CH3:10])=[N:6][CH:7]=1. (3) Given the reactants [CH2:1]([NH2:9])[CH2:2][C:3]1[CH:8]=[CH:7][CH:6]=[CH:5][CH:4]=1.C([O-])([O-])=O.[Na+].[Na+].Cl[C:17]([O:19][CH2:20][CH3:21])=[O:18], predict the reaction product. The product is: [CH2:1]([NH:9][C:17](=[O:18])[O:19][CH2:20][CH3:21])[CH2:2][C:3]1[CH:8]=[CH:7][CH:6]=[CH:5][CH:4]=1. (4) Given the reactants Br[C:2]1[CH:16]=[CH:15][C:5]([O:6][CH2:7][CH:8]2[CH2:11][N:10]([C:12](=[O:14])[CH3:13])[CH2:9]2)=[CH:4][CH:3]=1.[CH3:17][C:18]1([CH3:32])[CH2:23][O:22][B:21]([B:21]2[O:22][CH2:23][C:18]([CH3:32])([CH3:17])[CH2:19][O:20]2)[O:20][CH2:19]1.C([O-])(=O)C.[K+], predict the reaction product. The product is: [CH3:17][C:18]1([CH3:32])[CH2:23][O:22][B:21]([C:2]2[CH:16]=[CH:15][C:5]([O:6][CH2:7][CH:8]3[CH2:11][N:10]([C:12](=[O:14])[CH3:13])[CH2:9]3)=[CH:4][CH:3]=2)[O:20][CH2:19]1.